This data is from NCI-60 drug combinations with 297,098 pairs across 59 cell lines. The task is: Regression. Given two drug SMILES strings and cell line genomic features, predict the synergy score measuring deviation from expected non-interaction effect. Drug 1: CCN(CC)CCNC(=O)C1=C(NC(=C1C)C=C2C3=C(C=CC(=C3)F)NC2=O)C. Drug 2: CN(CCCl)CCCl.Cl. Cell line: SNB-19. Synergy scores: CSS=15.2, Synergy_ZIP=-3.81, Synergy_Bliss=-4.61, Synergy_Loewe=-6.84, Synergy_HSA=-7.21.